This data is from Full USPTO retrosynthesis dataset with 1.9M reactions from patents (1976-2016). The task is: Predict the reactants needed to synthesize the given product. (1) The reactants are: Cl[C:2]1[C:7]([CH:8]=[O:9])=[C:6]([NH:10][C:11]2[CH:16]=[CH:15][CH:14]=[CH:13][CH:12]=2)[N:5]=[C:4]([S:17][CH3:18])[N:3]=1.C([O-])([O-])=O.[K+].[K+].[C:25]1(B(O)O)[CH:30]=[CH:29][CH:28]=[CH:27][CH:26]=1. Given the product [CH3:18][S:17][C:4]1[N:3]=[C:2]([C:25]2[CH:30]=[CH:29][CH:28]=[CH:27][CH:26]=2)[C:7]([CH:8]=[O:9])=[C:6]([NH:10][C:11]2[CH:16]=[CH:15][CH:14]=[CH:13][CH:12]=2)[N:5]=1, predict the reactants needed to synthesize it. (2) Given the product [CH2:1]([NH:4][C:5]([C:7]1[C:15]2[C:10](=[CH:11][C:12]([OH:16])=[CH:13][CH:14]=2)[N:9]([CH3:18])[C:8]=1[CH3:19])=[O:6])[CH2:2][CH3:3], predict the reactants needed to synthesize it. The reactants are: [CH2:1]([NH:4][C:5]([C:7]1[C:15]2[C:10](=[CH:11][C:12]([O:16]C)=[CH:13][CH:14]=2)[N:9]([CH3:18])[C:8]=1[CH3:19])=[O:6])[CH2:2][CH3:3].B(Br)(Br)Br. (3) Given the product [CH3:9][N:8]([CH3:10])[C:5]1[N:6]=[CH:7][C:2]([C:19]2[C:18]([CH3:17])=[N:23][CH:22]=[C:21]([NH2:24])[CH:20]=2)=[CH:3][C:4]=1[N:11]1[CH2:16][CH2:15][O:14][CH2:13][CH2:12]1, predict the reactants needed to synthesize it. The reactants are: Br[C:2]1[CH:3]=[C:4]([N:11]2[CH2:16][CH2:15][O:14][CH2:13][CH2:12]2)[C:5]([N:8]([CH3:10])[CH3:9])=[N:6][CH:7]=1.[CH3:17][C:18]1[N:23]=[CH:22][C:21]([NH2:24])=[CH:20][C:19]=1B1OC(C)(C)C(C)(C)O1. (4) Given the product [CH3:8][C:6]1([CH3:7])[C:2]([CH3:21])([CH3:1])[O:3][B:4]([C:9]2[CH:10]=[CH:11][C:12]([C:15]3([CH2:19][NH:20][C:22](=[O:23])[O:24][C:25]([CH3:28])([CH3:27])[CH3:26])[CH2:16][CH2:17][CH2:18]3)=[CH:13][CH:14]=2)[O:5]1, predict the reactants needed to synthesize it. The reactants are: [CH3:1][C:2]1([CH3:21])[C:6]([CH3:8])([CH3:7])[O:5][B:4]([C:9]2[CH:14]=[CH:13][C:12]([C:15]3([CH2:19][NH2:20])[CH2:18][CH2:17][CH2:16]3)=[CH:11][CH:10]=2)[O:3]1.[C:22](O[C:22]([O:24][C:25]([CH3:28])([CH3:27])[CH3:26])=[O:23])([O:24][C:25]([CH3:28])([CH3:27])[CH3:26])=[O:23].